From a dataset of Peptide-MHC class I binding affinity with 185,985 pairs from IEDB/IMGT. Regression. Given a peptide amino acid sequence and an MHC pseudo amino acid sequence, predict their binding affinity value. This is MHC class I binding data. The peptide sequence is NMAPEKVDF. The MHC is HLA-A02:01 with pseudo-sequence HLA-A02:01. The binding affinity (normalized) is 0.0847.